From a dataset of Full USPTO retrosynthesis dataset with 1.9M reactions from patents (1976-2016). Predict the reactants needed to synthesize the given product. (1) Given the product [CH2:6]([O:9][N:10]1[C:16](=[O:17])[N:15]2[CH2:18][C@H:11]1[C:12]([CH3:21])=[CH:13][C@H:14]2[C:19]([OH:2])=[O:20])[CH:7]=[CH2:8], predict the reactants needed to synthesize it. The reactants are: I(O)(=O)(=O)=[O:2].[CH2:6]([O:9][N:10]1[C:16](=[O:17])[N:15]2[CH2:18][C@H:11]1[C:12]([CH3:21])=[CH:13][C@H:14]2[CH2:19][OH:20])[CH:7]=[CH2:8]. (2) Given the product [F:37][C:2]([F:1])([CH3:36])[C@H:3]([NH:5][C:6]([C:8]1[C:16]2[C:11](=[N:12][CH:13]=[C:14]([C:17]3[C:25]4[C:20](=[CH:21][C:22]([F:26])=[CH:23][CH:24]=4)[N:19]([CH3:27])[N:18]=3)[N:15]=2)[NH:10][CH:9]=1)=[O:7])[CH3:4], predict the reactants needed to synthesize it. The reactants are: [F:1][C:2]([F:37])([CH3:36])[C@H:3]([NH:5][C:6]([C:8]1[C:16]2[C:11](=[N:12][CH:13]=[C:14]([C:17]3[C:25]4[C:20](=[CH:21][C:22]([F:26])=[CH:23][CH:24]=4)[N:19]([CH3:27])[N:18]=3)[N:15]=2)[N:10](COCC[Si](C)(C)C)[CH:9]=1)=[O:7])[CH3:4].FC(F)(F)C(O)=O.C(N)CN. (3) The reactants are: N1C=CC=CC=1.[CH3:7][C:8]1[C:9]([NH2:15])=[N:10][CH:11]=[C:12]([CH3:14])[CH:13]=1.[CH3:16][C:17]1[C:21]([CH2:22][O:23][C:24]2[CH:29]=[CH:28][C:27]([S:30](Cl)(=[O:32])=[O:31])=[CH:26][CH:25]=2)=[C:20]([CH3:34])[O:19][N:18]=1.O. Given the product [CH3:16][C:17]1[C:21]([CH2:22][O:23][C:24]2[CH:25]=[CH:26][C:27]([S:30]([NH:15][C:9]3[C:8]([CH3:7])=[CH:13][C:12]([CH3:14])=[CH:11][N:10]=3)(=[O:32])=[O:31])=[CH:28][CH:29]=2)=[C:20]([CH3:34])[O:19][N:18]=1, predict the reactants needed to synthesize it. (4) Given the product [NH:6]1[CH:5]=[CH:4][N:3]=[C:2]1[C:11]1[CH:12]=[CH:13][C:14]([CH3:15])=[C:9]([CH:10]=1)[NH2:8], predict the reactants needed to synthesize it. The reactants are: I[C:2]1[NH:3][CH:4]=[CH:5][N:6]=1.Cl.[NH2:8][C:9]1[CH:10]=[C:11](B(O)O)[CH:12]=[CH:13][C:14]=1[CH3:15].CC([O-])=O.[K+]. (5) Given the product [CH2:59]([N:66]1[CH2:70][C@H:69]([C:51]2[CH:52]=[CH:53][C:48]([F:47])=[CH:49][CH:50]=2)[C@@H:68]([C:71](=[O:73])[CH3:72])[CH2:67]1)[C:60]1[CH:65]=[CH:64][CH:63]=[CH:62][CH:61]=1, predict the reactants needed to synthesize it. The reactants are: C1C=CC(P(C2C=CC3C(=CC=CC=3)C=2C2C3C(=CC=CC=3)C=CC=2P(C2C=CC=CC=2)C2C=CC=CC=2)C2C=CC=CC=2)=CC=1.[F:47][C:48]1[CH:53]=[CH:52][C:51](B(O)O)=[CH:50][CH:49]=1.CO.[CH2:59]([N:66]1[CH2:70][CH:69]=[C:68]([C:71](=[O:73])[CH3:72])[CH2:67]1)[C:60]1[CH:65]=[CH:64][CH:63]=[CH:62][CH:61]=1. (6) Given the product [CH3:3][C:4]1([CH3:15])[C:13]2[C:8](=[CH:9][CH:10]=[C:11]([CH:24]=[O:25])[CH:12]=2)[O:7][CH2:6][CH2:5]1, predict the reactants needed to synthesize it. The reactants are: N#N.[CH3:3][C:4](=[CH2:15])[CH2:5][CH2:6][O:7][C:8]1[CH:13]=[CH:12][C:11](Br)=[CH:10][CH:9]=1.[Li]CCCC.CN([CH:24]=[O:25])C.